Task: Predict which catalyst facilitates the given reaction.. Dataset: Catalyst prediction with 721,799 reactions and 888 catalyst types from USPTO (1) Reactant: [C:1]([O:5][C:6](=[O:44])[CH:7]([NH:9][C:10]([CH:12]1[CH2:24][N:22]2[C:23]3[CH:15]([CH:16]([NH:25]C(OCC4C5C=CC=CC=5C5C4=CC=CC=5)=O)[CH2:17][CH2:18][C:19]=3[CH:20]=[CH:21]2)[C:14](=[O:43])[CH2:13]1)=[O:11])[CH3:8])([CH3:4])([CH3:3])[CH3:2].C(NCC)C. Product: [C:1]([O:5][C:6](=[O:44])[CH:7]([NH:9][C:10]([CH:12]1[CH2:24][N:22]2[C:23]3[CH:15]([CH:16]([NH2:25])[CH2:17][CH2:18][C:19]=3[CH:20]=[CH:21]2)[C:14](=[O:43])[CH2:13]1)=[O:11])[CH3:8])([CH3:2])([CH3:3])[CH3:4]. The catalyst class is: 9. (2) Reactant: [N-:1]=[N+:2]=[N-:3].[Na+].[C:5]1([CH3:15])[CH:10]=[CH:9][C:8]([S:11](Cl)(=[O:13])=[O:12])=[CH:7][CH:6]=1.[Cl-].[Na+]. Product: [C:5]1([CH3:15])[CH:10]=[CH:9][C:8]([S:11]([N:1]=[N+:2]=[N-:3])(=[O:13])=[O:12])=[CH:7][CH:6]=1. The catalyst class is: 97. (3) Reactant: [CH3:1][C:2]([CH3:6])([CH3:5])[CH:3]=[O:4].[CH2:7]([Mg]Br)[CH:8]=[CH2:9]. Product: [CH3:1][C:2]([CH3:6])([CH:3]([OH:4])[CH2:9][CH:8]=[CH2:7])[CH3:5]. The catalyst class is: 27. (4) Reactant: [NH2:1][C:2]1[CH:7]=[CH:6][C:5]([C:8](=[C:22]2[CH2:27][CH2:26][N:25]([CH2:28][C:29]3[CH:34]=[CH:33][CH:32]=[CH:31][CH:30]=3)[CH2:24][CH2:23]2)[C:9]2[CH:21]=[CH:20][C:12]([C:13]([N:15]([CH2:18][CH3:19])[CH2:16][CH3:17])=[O:14])=[CH:11][CH:10]=2)=[CH:4][CH:3]=1.C(N(CC)CC)C.[CH3:42][S:43](Cl)(=[O:45])=[O:44]. Product: [CH2:28]([N:25]1[CH2:24][CH2:23][C:22](=[C:8]([C:5]2[CH:6]=[CH:7][C:2]([NH:1][S:43]([CH3:42])(=[O:45])=[O:44])=[CH:3][CH:4]=2)[C:9]2[CH:21]=[CH:20][C:12]([C:13]([N:15]([CH2:16][CH3:17])[CH2:18][CH3:19])=[O:14])=[CH:11][CH:10]=2)[CH2:27][CH2:26]1)[C:29]1[CH:30]=[CH:31][CH:32]=[CH:33][CH:34]=1. The catalyst class is: 4. (5) Reactant: [CH2:1]([O:3][C:4]([C:6]1[C:14]2[CH2:13][CH2:12][O:11][CH2:10][C:9]=2[S:8][C:7]=1[NH2:15])=[O:5])[CH3:2].C(N(CC)CC)C.[CH3:23][S:24](Cl)(=[O:26])=[O:25]. Product: [CH2:1]([O:3][C:4]([C:6]1[C:14]2[CH2:13][CH2:12][O:11][CH2:10][C:9]=2[S:8][C:7]=1[NH:15][S:24]([CH3:23])(=[O:26])=[O:25])=[O:5])[CH3:2]. The catalyst class is: 48. (6) Reactant: [NH2:1][C:2]([C:4]1[CH:9]=[C:8]([I:10])[CH:7]=[CH:6][C:5]=1[NH:11][C:12](=O)[C:13]([O:15][CH2:16][CH3:17])=[O:14])=[O:3].CC[O-].[Na+].Cl. Product: [I:10][C:8]1[CH:9]=[C:4]2[C:5](=[CH:6][CH:7]=1)[N:11]=[C:12]([C:13]([O:15][CH2:16][CH3:17])=[O:14])[NH:1][C:2]2=[O:3]. The catalyst class is: 8. (7) Reactant: FC(F)(F)[C:3](O)=[O:4].[NH2:8][CH:9]1[C:17]2[C:12](=[CH:13][CH:14]=[CH:15][CH:16]=2)[CH2:11][CH:10]1[NH:18][C:19]([C:21]1[NH:22][C:23]2[C:28]([CH:29]=1)=[CH:27][C:26]([Cl:30])=[CH:25][CH:24]=2)=[O:20].CCN(CC)CC.Cl[CH2:39][C:40](Cl)=[O:41]. Product: [Cl:30][C:26]1[CH:27]=[C:28]2[C:23](=[CH:24][CH:25]=1)[NH:22][C:21]([C:19]([NH:18][C@@H:10]1[CH2:11][C:12]3[C:17](=[CH:16][CH:15]=[CH:14][CH:13]=3)[C@H:9]1[NH:8][CH2:39][C@@H:40]([OH:41])[CH2:3][OH:4])=[O:20])=[CH:29]2. The catalyst class is: 2. (8) Reactant: Br[C:2]1[S:6][C:5]([CH:7]=[O:8])=[CH:4][CH:3]=1.[OH:9][C:10]1[CH:11]=[C:12]([C:16]([F:19])([F:18])[F:17])[CH:13]=[CH:14][CH:15]=1.C(=O)([O-])[O-].[Cs+].[Cs+].O. Product: [F:17][C:16]([F:18])([F:19])[C:12]1[CH:11]=[C:10]([CH:15]=[CH:14][CH:13]=1)[O:9][C:2]1[S:6][C:5]([CH:7]=[O:8])=[CH:4][CH:3]=1. The catalyst class is: 37.